From a dataset of Blood-brain barrier penetration binary classification data from Martins et al.. Regression/Classification. Given a drug SMILES string, predict its absorption, distribution, metabolism, or excretion properties. Task type varies by dataset: regression for continuous measurements (e.g., permeability, clearance, half-life) or binary classification for categorical outcomes (e.g., BBB penetration, CYP inhibition). Dataset: bbb_martins. (1) The drug is NC(=O)CN1C(=O)COc2ccccc21. The result is 1 (penetrates BBB). (2) The drug is CC(C)NS(=O)(=O)CCN1C(=O)c2ccccc2C1=O. The result is 1 (penetrates BBB). (3) The molecule is COCC(=O)N(c1ccccc1F)C1CCN(CCc2ccccc2)CC1. The result is 1 (penetrates BBB).